From a dataset of Full USPTO retrosynthesis dataset with 1.9M reactions from patents (1976-2016). Predict the reactants needed to synthesize the given product. (1) Given the product [CH3:9][O:10][CH2:11][O:7][C:6]1[CH:1]=[C:2]([CH3:8])[CH:3]=[CH:4][CH:5]=1, predict the reactants needed to synthesize it. The reactants are: [CH:1]1[C:6]([OH:7])=[CH:5][CH:4]=[CH:3][C:2]=1[CH3:8].[CH3:9][O:10][CH2:11]Cl.C(OCC)(=O)C. (2) Given the product [CH3:1][O:2][C:3]1[CH:4]=[C:5]([C:13]2[CH:21]=[C:20]3[C:16]([CH:17]=[N:18][NH:19]3)=[CH:15][CH:14]=2)[CH:6]=[CH:7][C:8]=1[O:9][CH2:10][O:11][CH3:12], predict the reactants needed to synthesize it. The reactants are: [CH3:1][O:2][C:3]1[CH:4]=[C:5]([C:13]2[CH:21]=[C:20]3[C:16]([CH:17]=[N:18][N:19]3S(C3C(C)=CC(C)=CC=3C)(=O)=O)=[CH:15][CH:14]=2)[CH:6]=[CH:7][C:8]=1[O:9][CH2:10][O:11][CH3:12].C(=O)(O)[O-].[Na+]. (3) Given the product [F:1][C:2]1[CH:3]=[C:4]([CH:45]=[CH:46][CH:47]=1)[CH2:5][N:6]1[CH:10]=[C:9]([C:11]2[C:19]3[C:14](=[N:15][CH:16]=[C:17]([C:20]4[CH:21]=[CH:22][C:23]([O:33][CH3:34])=[C:24]([NH:26][S:27]([CH:30]5[CH2:31][CH2:32]5)(=[O:29])=[O:28])[CH:25]=4)[CH:18]=3)[NH:13][CH:12]=2)[CH:8]=[N:7]1, predict the reactants needed to synthesize it. The reactants are: [F:1][C:2]1[CH:3]=[C:4]([CH:45]=[CH:46][CH:47]=1)[CH2:5][N:6]1[CH:10]=[C:9]([C:11]2[C:19]3[C:14](=[N:15][CH:16]=[C:17]([C:20]4[CH:21]=[CH:22][C:23]([O:33][CH3:34])=[C:24]([NH:26][S:27]([CH:30]5[CH2:32][CH2:31]5)(=[O:29])=[O:28])[CH:25]=4)[CH:18]=3)[N:13](S(C3C=CC(C)=CC=3)(=O)=O)[CH:12]=2)[CH:8]=[N:7]1.[OH-].[Li+]. (4) Given the product [F:1][C:2]([F:32])([F:31])[C:3]1[CH:4]=[C:5]([CH:13]2[O:17][C:16](=[O:18])[N:15]([CH2:19][C:20]3[CH:25]=[C:24]([C:26]([F:29])([F:28])[F:27])[CH:23]=[CH:22][C:21]=3[C:36]3[CH:37]=[C:38]([C:41]([F:44])([F:43])[F:42])[CH:39]=[CH:40][C:35]=3[O:34][CH3:33])[CH2:14]2)[CH:6]=[C:7]([C:9]([F:12])([F:11])[F:10])[CH:8]=1, predict the reactants needed to synthesize it. The reactants are: [F:1][C:2]([F:32])([F:31])[C:3]1[CH:4]=[C:5]([CH:13]2[O:17][C:16](=[O:18])[N:15]([CH2:19][C:20]3[CH:25]=[C:24]([C:26]([F:29])([F:28])[F:27])[CH:23]=[CH:22][C:21]=3I)[CH2:14]2)[CH:6]=[C:7]([C:9]([F:12])([F:11])[F:10])[CH:8]=1.[CH3:33][O:34][C:35]1[CH:40]=[CH:39][C:38]([C:41]([F:44])([F:43])[F:42])=[CH:37][C:36]=1B(O)O.C(=O)([O-])[O-].[Na+].[Na+]. (5) The reactants are: [NH2:1][C:2]1[CH:9]=[C:8]([C:10]2[O:11][CH:12]=[CH:13][CH:14]=2)[C:5]([C:6]#[N:7])=[C:4]([S:15][CH3:16])[N:3]=1.C1(C2[O:25]N2S(C2C=CC=CC=2)(=O)=O)C=CC=CC=1. Given the product [NH2:1][C:2]1[CH:9]=[C:8]([C:10]2[O:11][CH:12]=[CH:13][CH:14]=2)[C:5]([C:6]#[N:7])=[C:4]([S:15]([CH3:16])=[O:25])[N:3]=1, predict the reactants needed to synthesize it.